This data is from Catalyst prediction with 721,799 reactions and 888 catalyst types from USPTO. The task is: Predict which catalyst facilitates the given reaction. Reactant: [CH3:1][O:2][CH2:3][CH2:4][O:5][C:6]1[CH:11]=[CH:10][C:9]([C:12]2[CH:17]=[CH:16][C:15]([C:18]3[S:22][C:21]([C:23]4[CH:32]=[CH:31][C:26]([C:27]([O:29]C)=[O:28])=[CH:25][N:24]=4)=[N:20][N:19]=3)=[CH:14][CH:13]=2)=[CH:8][CH:7]=1.[OH-].[Na+].O.Cl.[CH2:37](O)C. Product: [CH3:37][C:25]1[N:24]=[C:23]([C:21]2[S:22][C:18]([C:15]3[CH:14]=[CH:13][C:12]([C:9]4[CH:8]=[CH:7][C:6]([O:5][CH2:4][CH2:3][O:2][CH3:1])=[CH:11][CH:10]=4)=[CH:17][CH:16]=3)=[N:19][N:20]=2)[CH:32]=[CH:31][C:26]=1[C:27]([OH:29])=[O:28]. The catalyst class is: 7.